This data is from Full USPTO retrosynthesis dataset with 1.9M reactions from patents (1976-2016). The task is: Predict the reactants needed to synthesize the given product. (1) Given the product [CH3:19][C:15]1[CH:14]=[C:13]([OH:20])[C:12]2[C:17](=[CH:18][C:9]([OH:8])=[CH:10][CH:11]=2)[N:16]=1, predict the reactants needed to synthesize it. The reactants are: C([O:8][C:9]1[CH:18]=[C:17]2[C:12]([C:13]([OH:20])=[CH:14][C:15]([CH3:19])=[N:16]2)=[CH:11][CH:10]=1)C1C=CC=CC=1. (2) Given the product [CH3:19][C:10]1[CH:11]=[C:12]([CH3:18])[CH:13]=[C:14]([N+:15]([O-:17])=[O:16])[C:9]=1[S:6]([N@:5]1[CH2:2][CH:3]1[CH3:4])(=[O:8])=[O:7], predict the reactants needed to synthesize it. The reactants are: O[CH2:2][C@@H:3]([NH:5][S:6]([C:9]1[C:14]([N+:15]([O-:17])=[O:16])=[CH:13][C:12]([CH3:18])=[CH:11][C:10]=1[CH3:19])(=[O:8])=[O:7])[CH3:4].[H-].[Na+].[H][H].C1(C)C=CC(S(Cl)(=O)=O)=CC=1.